Dataset: Reaction yield outcomes from USPTO patents with 853,638 reactions. Task: Predict the reaction yield, written as a fraction of the theoretical maximum amount of product (1.0 means a 100% yield; for example, 0.34 means a 34% yield). The reactants are [NH2:1][CH2:2][C:3]([OH:5])=[O:4].C[N+](C)(C)C.[OH-].[C:12](#[N:15])[CH:13]=[CH2:14].Cl. The catalyst is O. The product is [C:12]([CH2:13][CH2:14][NH:1][CH2:2][C:3]([OH:5])=[O:4])#[N:15]. The yield is 0.696.